From a dataset of Forward reaction prediction with 1.9M reactions from USPTO patents (1976-2016). Predict the product of the given reaction. (1) Given the reactants [CH3:1][N:2]1[CH:6]=[C:5](B(O)O)[CH:4]=[N:3]1.[C:10]([N:13]1[C:22]2[C:17](=[CH:18][C:19](Br)=[CH:20][CH:21]=2)[C@H:16]([NH:24][C:25](=[O:34])[O:26][CH2:27][C:28]2[CH:33]=[CH:32][CH:31]=[CH:30][CH:29]=2)[C@@H:15]([CH3:35])[C@@H:14]1[CH:36]1[CH2:38][CH2:37]1)(=[O:12])[CH3:11].P([O-])([O-])([O-])=O.CC(C1C=C(C(C)C)C(C2C=CC=CC=2P(C2CCCCC2)C2CCCCC2)=C(C(C)C)C=1)C, predict the reaction product. The product is: [C:10]([N:13]1[C:22]2[C:17](=[CH:18][C:19]([C:5]3[CH:4]=[N:3][N:2]([CH3:1])[CH:6]=3)=[CH:20][CH:21]=2)[C@H:16]([NH:24][C:25](=[O:34])[O:26][CH2:27][C:28]2[CH:33]=[CH:32][CH:31]=[CH:30][CH:29]=2)[C@@H:15]([CH3:35])[C@@H:14]1[CH:36]1[CH2:37][CH2:38]1)(=[O:12])[CH3:11]. (2) Given the reactants [C:1](#[N:5])[CH2:2][C:3]#[N:4].[Cl:6][C:7]1[CH:8]=[C:9]([N:13]=[C:14]=[S:15])[CH:10]=[CH:11][CH:12]=1.[CH3:16]I, predict the reaction product. The product is: [Cl:6][C:7]1[CH:8]=[C:9]([NH:13][C:14](=[C:2]([C:1]#[N:5])[C:3]#[N:4])[S:15][CH3:16])[CH:10]=[CH:11][CH:12]=1.